Dataset: Forward reaction prediction with 1.9M reactions from USPTO patents (1976-2016). Task: Predict the product of the given reaction. (1) Given the reactants C(=O)([O:7][C:8]1[CH:13]=[CH:12][C:11]([F:14])=[C:10]([C:15]([C:17]2[CH:18]=[C:19]3[C:24](=[CH:25][CH:26]=2)[N:23]=[CH:22][CH:21]=[N:20]3)=[O:16])[C:9]=1[F:27])OC(C)(C)C, predict the reaction product. The product is: [F:27][C:9]1[C:8]([OH:7])=[CH:13][CH:12]=[C:11]([F:14])[C:10]=1[C:15]([C:17]1[CH:18]=[C:19]2[C:24](=[CH:25][CH:26]=1)[N:23]=[CH:22][CH:21]=[N:20]2)=[O:16]. (2) The product is: [CH3:1][C@H:2]1[C:9]([S:10][C@@H:11]2[CH2:15][NH:14][C@H:13]([C:16]([N:18]([CH3:19])[CH3:20])=[O:17])[CH2:12]2)=[C:8]([C:21]([OH:23])=[O:22])[N:7]2[C@H:3]1[C@@H:4]([C@H:24]([OH:26])[CH3:25])[C:5]2=[O:6].[OH2:6].[OH2:6].[OH2:6]. Given the reactants [CH3:1][C@H:2]1[C:9]([S:10][C@@H:11]2[CH2:15][NH:14][C@H:13]([C:16]([N:18]([CH3:20])[CH3:19])=[O:17])[CH2:12]2)=[C:8]([C:21]([OH:23])=[O:22])[N:7]2[C@H:3]1[C@@H:4]([C@H:24]([OH:26])[CH3:25])[C:5]2=[O:6], predict the reaction product. (3) Given the reactants [OH:1][CH2:2][C:3]1[CH:4]=[C:5]([CH:10]=[C:11]([N:13]([CH3:18])[S:14]([CH3:17])(=[O:16])=[O:15])[CH:12]=1)[C:6]([O:8][CH3:9])=[O:7], predict the reaction product. The product is: [CH:2]([C:3]1[CH:4]=[C:5]([CH:10]=[C:11]([N:13]([CH3:18])[S:14]([CH3:17])(=[O:15])=[O:16])[CH:12]=1)[C:6]([O:8][CH3:9])=[O:7])=[O:1]. (4) Given the reactants [Cl:1][C:2]1[CH:7]=[CH:6][C:5]([CH:8]([C:27]2[CH:32]=[CH:31][C:30]([Cl:33])=[CH:29][CH:28]=2)[C:9]2[CH:10]=[C:11]3[C:16](=[CH:17][CH:18]=2)[N:15]=[C:14]([OH:19])[CH:13]=[C:12]3[NH:20][CH:21]2[CH2:26][CH2:25][NH:24][CH2:23][CH2:22]2)=[CH:4][CH:3]=1.[CH:34]([C:36]1[CH:37]=[C:38]([CH:43]=[CH:44][CH:45]=1)[C:39]([O:41][CH3:42])=[O:40])=O.CO.[BH3-]C#N.[Na+], predict the reaction product. The product is: [Cl:33][C:30]1[CH:29]=[CH:28][C:27]([CH:8]([C:5]2[CH:4]=[CH:3][C:2]([Cl:1])=[CH:7][CH:6]=2)[C:9]2[CH:10]=[C:11]3[C:16](=[CH:17][CH:18]=2)[N:15]=[C:14]([OH:19])[CH:13]=[C:12]3[NH:20][CH:21]2[CH2:22][CH2:23][N:24]([CH2:34][C:36]3[CH:37]=[C:38]([CH:43]=[CH:44][CH:45]=3)[C:39]([O:41][CH3:42])=[O:40])[CH2:25][CH2:26]2)=[CH:32][CH:31]=1. (5) Given the reactants [C:1]([N:4]1[C:16]2[CH:15]=[CH:14][CH:13]=[CH:12][C:11]=2[C:10]2[C:5]1=[CH:6][CH:7]=[CH:8][CH:9]=2)(=[O:3])[CH3:2].[C:17](Cl)(=[O:19])[CH3:18].[Cl-].[Al+3].[Cl-].[Cl-].Cl, predict the reaction product. The product is: [C:17]([C:7]1[CH:8]=[CH:9][C:10]2[C:11]3[C:16](=[CH:15][CH:14]=[CH:13][CH:12]=3)[N:4]([C:1](=[O:3])[CH3:2])[C:5]=2[CH:6]=1)(=[O:19])[CH3:18].